This data is from NCI-60 drug combinations with 297,098 pairs across 59 cell lines. The task is: Regression. Given two drug SMILES strings and cell line genomic features, predict the synergy score measuring deviation from expected non-interaction effect. (1) Cell line: 786-0. Drug 2: CC(C)(C#N)C1=CC(=CC(=C1)CN2C=NC=N2)C(C)(C)C#N. Synergy scores: CSS=6.59, Synergy_ZIP=-0.821, Synergy_Bliss=-0.646, Synergy_Loewe=1.37, Synergy_HSA=1.33. Drug 1: C1CC(=O)NC(=O)C1N2CC3=C(C2=O)C=CC=C3N. (2) Drug 1: C1=CN(C(=O)N=C1N)C2C(C(C(O2)CO)O)O.Cl. Drug 2: CC12CCC3C(C1CCC2OP(=O)(O)O)CCC4=C3C=CC(=C4)OC(=O)N(CCCl)CCCl.[Na+]. Cell line: 786-0. Synergy scores: CSS=9.09, Synergy_ZIP=-5.64, Synergy_Bliss=-1.03, Synergy_Loewe=-15.5, Synergy_HSA=-1.77. (3) Drug 1: CC1=C(C(=CC=C1)Cl)NC(=O)C2=CN=C(S2)NC3=CC(=NC(=N3)C)N4CCN(CC4)CCO. Drug 2: CC1(CCCN1)C2=NC3=C(C=CC=C3N2)C(=O)N. Cell line: HCT116. Synergy scores: CSS=-1.61, Synergy_ZIP=2.13, Synergy_Bliss=-4.84, Synergy_Loewe=-9.44, Synergy_HSA=-9.76.